This data is from Full USPTO retrosynthesis dataset with 1.9M reactions from patents (1976-2016). The task is: Predict the reactants needed to synthesize the given product. Given the product [F:1][C:2]([F:34])([F:35])[C:3]1[CH:4]=[C:5]([C:13](=[C:41]=[O:42])[CH:14]([NH:19][C:20]2[C:25]([C:26]([O:28][CH2:29][CH3:30])=[O:27])=[CH:24][N:23]=[C:22]([O:55][CH3:52])[N:21]=2)[O:37][CH3:36])[CH:6]=[C:7]([C:9]([F:11])([F:12])[F:10])[CH:8]=1, predict the reactants needed to synthesize it. The reactants are: [F:1][C:2]([F:35])([F:34])[C:3]1[CH:4]=[C:5]([CH2:13][CH:14]([NH:19][C:20]2[C:25]([C:26]([O:28][CH2:29][CH3:30])=[O:27])=[CH:24][N:23]=[C:22](S(C)=O)[N:21]=2)C(OC)=O)[CH:6]=[C:7]([C:9]([F:12])([F:11])[F:10])[CH:8]=1.[CH3:36][O-:37].[Na+].C(O)(=O)C[C:41](CC(O)=O)(C(O)=O)[OH:42].[C:52](=[O:55])(O)[O-].[Na+].